Predict the product of the given reaction. From a dataset of Forward reaction prediction with 1.9M reactions from USPTO patents (1976-2016). (1) Given the reactants [CH2:1]1[CH2:4][CH:3]([CH2:5][N:6]2[C@@H:16]3[CH2:17][C:18]4[CH:23]=[CH:22][C:21]([OH:24])=[C:20]5[O:25][C@H:10]6[C:11]([CH2:13][CH2:14][C@:15]3([OH:26])[C@:9]6([C:19]=45)[CH2:8][CH2:7]2)=[O:12])[CH2:2]1.P(=O)(O)(O)O.[H][H], predict the reaction product. The product is: [CH:23]1[C:18]2[CH2:17][C@H:16]3[N:6]([CH2:5][CH:3]4[CH2:4][CH2:1][CH2:2]4)[CH2:7][CH2:8][C@:9]45[C@H:10]([C@@H:11]([OH:12])[CH2:13][CH2:14][C@@:15]34[OH:26])[O:25][C:20]([C:19]=25)=[C:21]([OH:24])[CH:22]=1. (2) Given the reactants [CH:1]1([CH2:5][NH:6][C:7]([C:9]2[C:14]([O:15]C)=[CH:13][CH:12]=[CH:11][C:10]=2[NH:17][C:18]([C:20]2[C:29]3[C:24](=[CH:25][CH:26]=[CH:27][CH:28]=3)[CH:23]=[CH:22][CH:21]=2)=[O:19])=[O:8])[CH2:4][CH2:3][CH2:2]1.B(Br)(Br)Br, predict the reaction product. The product is: [CH:1]1([CH2:5][NH:6][C:7]([C:9]2[C:14]([OH:15])=[CH:13][CH:12]=[CH:11][C:10]=2[NH:17][C:18]([C:20]2[C:29]3[C:24](=[CH:25][CH:26]=[CH:27][CH:28]=3)[CH:23]=[CH:22][CH:21]=2)=[O:19])=[O:8])[CH2:4][CH2:3][CH2:2]1. (3) Given the reactants [CH2:1]1[C@@H:5]([CH2:6][CH2:7][CH2:8][CH2:9][C:10]([OH:12])=[O:11])[S:4][S:3][CH2:2]1.[BH4-].[Na+].S(=O)(=O)(O)O, predict the reaction product. The product is: [CH2:7]([CH2:6][CH:5]([SH:4])[CH2:1][CH2:2][SH:3])[CH2:8][CH2:9][C:10]([OH:12])=[O:11]. (4) Given the reactants Cl[C:2]1[CH:7]=[C:6]([CH3:8])[N:5]=[C:4]([C:9]2[CH:14]=[CH:13][CH:12]=[C:11](Cl)[N:10]=2)[N:3]=1.[Cl:16][C:17]1[CH:23]=[CH:22][C:20]([NH2:21])=[CH:19][CH:18]=1, predict the reaction product. The product is: [Cl:16][C:17]1[CH:23]=[CH:22][C:20]([NH:21][C:2]2[CH:7]=[C:6]([CH3:8])[N:5]=[C:4]([C:9]3[CH:14]=[CH:13][CH:12]=[CH:11][N:10]=3)[N:3]=2)=[CH:19][CH:18]=1.